The task is: Predict the reaction yield, written as a fraction of the theoretical maximum amount of product (1.0 means a 100% yield; for example, 0.34 means a 34% yield).. This data is from Reaction yield outcomes from USPTO patents with 853,638 reactions. (1) The product is [NH2:1][C@@H:4]1[CH2:5][C@H:6]([N:8]2[CH:12]=[C:11]([NH:13][C:14](=[O:26])[CH2:15][C:16]3[C:25]4[C:20](=[CH:21][CH:22]=[CH:23][CH:24]=4)[CH:19]=[CH:18][CH:17]=3)[N:10]=[CH:9]2)[CH2:7]1. The catalyst is O1CCCC1.O. The reactants are [N:1]([C@@H:4]1[CH2:7][C@H:6]([N:8]2[CH:12]=[C:11]([NH:13][C:14](=[O:26])[CH2:15][C:16]3[C:25]4[C:20](=[CH:21][CH:22]=[CH:23][CH:24]=4)[CH:19]=[CH:18][CH:17]=3)[N:10]=[CH:9]2)[CH2:5]1)=[N+]=[N-].C1(P(C2C=CC=CC=2)C2C=CC=CC=2)C=CC=CC=1. The yield is 0.950. (2) The reactants are [O:1]1[C:5]2=[CH:6][N:7]=[CH:8][CH:9]=[C:4]2[CH:3]=[C:2]1[C:10]([OH:12])=O.S(Cl)(Cl)=O.[CH2:17]([NH2:24])[C:18]1[CH:23]=[CH:22][CH:21]=[CH:20][CH:19]=1.C(N(CC)CC)C. The catalyst is CN(C=O)C.C(Cl)Cl. The product is [CH2:17]([NH:24][C:10]([C:2]1[O:1][C:5]2=[CH:6][N:7]=[CH:8][CH:9]=[C:4]2[CH:3]=1)=[O:12])[C:18]1[CH:23]=[CH:22][CH:21]=[CH:20][CH:19]=1. The yield is 1.00. (3) The reactants are [CH2:1]([C:5]1[CH:13]=[CH:12][CH:11]=[C:10]2[C:6]=1[C:7](=O)[C:8](=[O:14])[NH:9]2)[CH:2]([CH3:4])[CH3:3].[CH:16]1[C:21]([NH:22][NH2:23])=[CH:20][CH:19]=[C:18]([S:24]([NH2:27])(=[O:26])=[O:25])[CH:17]=1.Cl. No catalyst specified. The product is [CH2:1]([C:5]1[CH:13]=[CH:12][CH:11]=[C:10]2[C:6]=1[C:7](=[N:23][NH:22][C:21]1[CH:20]=[CH:19][C:18]([S:24]([NH2:27])(=[O:25])=[O:26])=[CH:17][CH:16]=1)[C:8](=[O:14])[NH:9]2)[CH:2]([CH3:4])[CH3:3]. The yield is 0.650. (4) The reactants are Cl[CH2:2][C:3]1[N:8]2[C:9]3[CH:10]=[CH:11][CH:12]=[C:13]([F:16])[C:14]=3[CH:15]=[C:7]2[C:6]2[N:17]=[C:18]([C:21]3[C:22]([N:41]([CH3:46])[S:42]([CH3:45])(=[O:44])=[O:43])=[CH:23][C:24]4[O:28][C:27]([C:29]5[CH:34]=[CH:33][C:32]([F:35])=[CH:31][CH:30]=5)=[C:26]([C:36]([NH:38][CH3:39])=[O:37])[C:25]=4[CH:40]=3)[CH:19]=[CH:20][C:5]=2[N:4]=1.Cl.[F:48][CH:49]1[CH2:52][NH:51][CH2:50]1.C([O-])([O-])=O.[Cs+].[Cs+].O. The catalyst is CN(C=O)C. The product is [F:16][C:13]1[C:14]2[CH:15]=[C:7]3[C:6]4[N:17]=[C:18]([C:21]5[C:22]([N:41]([CH3:46])[S:42]([CH3:45])(=[O:44])=[O:43])=[CH:23][C:24]6[O:28][C:27]([C:29]7[CH:34]=[CH:33][C:32]([F:35])=[CH:31][CH:30]=7)=[C:26]([C:36]([NH:38][CH3:39])=[O:37])[C:25]=6[CH:40]=5)[CH:19]=[CH:20][C:5]=4[N:4]=[C:3]([CH2:2][N:51]4[CH2:52][CH:49]([F:48])[CH2:50]4)[N:8]3[C:9]=2[CH:10]=[CH:11][CH:12]=1. The yield is 0.440. (5) The catalyst is CN(C)C=O.O. The yield is 0.470. The product is [CH2:18]([S:20][CH2:21][CH2:22][O:16][C:12]1[CH:11]=[C:10]([CH3:17])[C:9]([C:5]2[CH:6]=[CH:7][CH:8]=[C:3]([CH2:2][OH:1])[CH:4]=2)=[C:14]([CH3:15])[CH:13]=1)[CH3:19]. The reactants are [OH:1][CH2:2][C:3]1[CH:4]=[C:5]([C:9]2[C:14]([CH3:15])=[CH:13][C:12]([OH:16])=[CH:11][C:10]=2[CH3:17])[CH:6]=[CH:7][CH:8]=1.[CH2:18]([S:20][CH2:21][CH2:22]Cl)[CH3:19].C(=O)([O-])[O-].[K+].[K+].[I-].[K+]. (6) The reactants are [CH:1]([S:4]([CH2:7][C:8](=[O:13])[C:9]([O:11]C)=O)(=[O:6])=[O:5])([CH3:3])[CH3:2].[S:14]1[CH:18]=[CH:17][C:16]([C:19]2[CH:25]=[CH:24][C:22]([NH2:23])=[CH:21][CH:20]=2)=[CH:15]1.[CH3:26][O:27][C:28]1[CH:35]=[CH:34][CH:33]=[CH:32][C:29]=1[CH:30]=O.C(O)(=O)C. The product is [CH:1]([S:4]([C:7]1[CH:30]([C:29]2[CH:32]=[CH:33][CH:34]=[CH:35][C:28]=2[O:27][CH3:26])[N:23]([C:22]2[CH:24]=[CH:25][C:19]([C:16]3[CH:17]=[CH:18][S:14][CH:15]=3)=[CH:20][CH:21]=2)[C:9](=[O:11])[C:8]=1[OH:13])(=[O:5])=[O:6])([CH3:2])[CH3:3]. The yield is 0.790. The catalyst is CCOCC.C1(C)C=CC=CC=1.